The task is: Predict the product of the given reaction.. This data is from Forward reaction prediction with 1.9M reactions from USPTO patents (1976-2016). Given the reactants [F:1][C:2]1[CH:7]=[CH:6][C:5]([CH2:8][CH2:9][CH2:10][NH:11][C@H:12]2[CH2:17][CH2:16][C@H:15]([C:18]3[CH:27]=[CH:26][C:21]4[NH:22][C:23](=[O:25])[O:24][C:20]=4[CH:19]=3)[CH2:14][CH2:13]2)=[CH:4][CH:3]=1.C([O-])([O-])=O.[K+].[K+].Cl.FC1C=CC(CCCN[C@H]2CC[C@H:49]([C:52]3[CH:61]=CC4NC(=O)[O:58][C:54]=4[CH:53]=3)CC2)=CC=1.O1C=CC(C=O)=C1.[BH-](OC(C)=O)(OC(C)=O)OC(C)=O.[Na+].[OH-].[Na+], predict the reaction product. The product is: [F:1][C:2]1[CH:7]=[CH:6][C:5]([CH2:8][CH2:9][CH2:10][N:11]([CH2:49][C:52]2[CH:53]=[CH:54][O:58][CH:61]=2)[C@H:12]2[CH2:17][CH2:16][C@H:15]([C:18]3[CH:27]=[CH:26][C:21]4[NH:22][C:23](=[O:25])[O:24][C:20]=4[CH:19]=3)[CH2:14][CH2:13]2)=[CH:4][CH:3]=1.